This data is from NCI-60 drug combinations with 297,098 pairs across 59 cell lines. The task is: Regression. Given two drug SMILES strings and cell line genomic features, predict the synergy score measuring deviation from expected non-interaction effect. (1) Drug 1: C1CN1P(=S)(N2CC2)N3CC3. Drug 2: COC1=NC(=NC2=C1N=CN2C3C(C(C(O3)CO)O)O)N. Cell line: NCI-H522. Synergy scores: CSS=2.01, Synergy_ZIP=-0.600, Synergy_Bliss=2.81, Synergy_Loewe=-3.33, Synergy_HSA=0.195. (2) Drug 1: CC(C1=C(C=CC(=C1Cl)F)Cl)OC2=C(N=CC(=C2)C3=CN(N=C3)C4CCNCC4)N. Drug 2: CC1=C(C(=O)C2=C(C1=O)N3CC4C(C3(C2COC(=O)N)OC)N4)N. Cell line: U251. Synergy scores: CSS=29.5, Synergy_ZIP=0.920, Synergy_Bliss=1.67, Synergy_Loewe=-7.50, Synergy_HSA=1.13.